Task: Predict the product of the given reaction.. Dataset: Forward reaction prediction with 1.9M reactions from USPTO patents (1976-2016) (1) Given the reactants Br[C:2]1[C:3](=[O:17])[N:4]([CH3:16])[C:5](=[O:15])[N:6]([CH2:8][CH2:9][CH2:10][C:11]([F:14])([F:13])[F:12])[N:7]=1.Cl.[N:19]1([C:25]([C:27]2[CH:32]=[CH:31][CH:30]=[CH:29][C:28]=2[C:33]([F:36])([F:35])[F:34])=[O:26])[CH2:24][CH2:23][NH:22][CH2:21][CH2:20]1, predict the reaction product. The product is: [CH3:16][N:4]1[C:3](=[O:17])[C:2]([N:22]2[CH2:23][CH2:24][N:19]([C:25](=[O:26])[C:27]3[CH:32]=[CH:31][CH:30]=[CH:29][C:28]=3[C:33]([F:36])([F:34])[F:35])[CH2:20][CH2:21]2)=[N:7][N:6]([CH2:8][CH2:9][CH2:10][C:11]([F:14])([F:13])[F:12])[C:5]1=[O:15].[CH2:25]([OH:26])[CH2:27][CH2:28][CH3:29]. (2) The product is: [I:3][C:4]1[N:8]([C:10]([O:12][C:13]([CH3:16])([CH3:15])[CH3:14])=[O:11])[C:7]([CH3:9])=[N:6][CH:5]=1. Given the reactants N#N.[I:3][C:4]1[NH:8][C:7]([CH3:9])=[N:6][CH:5]=1.[C:10](O[C:10]([O:12][C:13]([CH3:16])([CH3:15])[CH3:14])=[O:11])([O:12][C:13]([CH3:16])([CH3:15])[CH3:14])=[O:11].CCN(CC)CC, predict the reaction product. (3) Given the reactants [N:1]([CH2:4][C@@H:5]1[O:9][C:8](=[O:10])[N:7]([C:11]2[CH:12]=[CH:13][C:14]3[C:20](=[O:21])[CH2:19][CH2:18][CH2:17][O:16][C:15]=3[CH:22]=2)[CH2:6]1)=[N+]=[N-].[C:23](OC(=O)C)(=[O:25])[CH3:24].CC(O)=O.ClCCl, predict the reaction product. The product is: [O:10]=[C:8]1[N:7]([C:11]2[CH:12]=[CH:13][C:14]3[C:20](=[O:21])[CH2:19][CH2:18][CH2:17][O:16][C:15]=3[CH:22]=2)[CH2:6][C@H:5]([CH2:4][NH:1][C:23](=[O:25])[CH3:24])[O:9]1. (4) Given the reactants [Cl:1][C:2]1[C:7]([CH2:8][C:9]#[N:10])=[C:6]([N:11]([CH3:13])[CH3:12])[N:5]=[C:4]([CH2:14][C:15]2[CH:20]=[CH:19][C:18]([NH:21][C:22]([C:24]3[CH:33]=[CH:32][C:31]4[C:26](=[CH:27][CH:28]=[CH:29][CH:30]=4)[CH:25]=3)=[O:23])=[CH:17][CH:16]=2)[N:3]=1.[N-:34]=[N+:35]=[N-:36].[Na+].CC(O)C, predict the reaction product. The product is: [Cl:1][C:2]1[C:7]([CH2:8][C:9]2[NH:36][N:35]=[N:34][N:10]=2)=[C:6]([N:11]([CH3:13])[CH3:12])[N:5]=[C:4]([CH2:14][C:15]2[CH:20]=[CH:19][C:18]([NH:21][C:22]([C:24]3[CH:33]=[CH:32][C:31]4[C:26](=[CH:27][CH:28]=[CH:29][CH:30]=4)[CH:25]=3)=[O:23])=[CH:17][CH:16]=2)[N:3]=1. (5) Given the reactants [Cl-:1].[Cl-].[Ca+2:3].[NH2:4][C@H:5]([C:12]([OH:14])=[O:13])[CH2:6][C:7]1[N:11]=[CH:10][NH:9][CH:8]=1.[Na+:15].[Cl-], predict the reaction product. The product is: [Cl-:1].[Cl-:1].[Ca+2:3].[NH2:4][C@H:5]([C:12]([OH:14])=[O:13])[CH2:6][C:7]1[N:11]=[CH:10][NH:9][CH:8]=1.[Na+:15].[Cl-:1].